Dataset: NCI-60 drug combinations with 297,098 pairs across 59 cell lines. Task: Regression. Given two drug SMILES strings and cell line genomic features, predict the synergy score measuring deviation from expected non-interaction effect. (1) Drug 1: CN(C)C1=NC(=NC(=N1)N(C)C)N(C)C. Drug 2: CCC1(C2=C(COC1=O)C(=O)N3CC4=CC5=C(C=CC(=C5CN(C)C)O)N=C4C3=C2)O.Cl. Cell line: UACC-257. Synergy scores: CSS=7.09, Synergy_ZIP=-1.04, Synergy_Bliss=1.41, Synergy_Loewe=-14.6, Synergy_HSA=-3.36. (2) Drug 1: CCC(=C(C1=CC=CC=C1)C2=CC=C(C=C2)OCCN(C)C)C3=CC=CC=C3.C(C(=O)O)C(CC(=O)O)(C(=O)O)O. Drug 2: C1=NC(=NC(=O)N1C2C(C(C(O2)CO)O)O)N. Cell line: NCI-H226. Synergy scores: CSS=22.5, Synergy_ZIP=-5.56, Synergy_Bliss=-0.254, Synergy_Loewe=-21.6, Synergy_HSA=-2.49. (3) Drug 1: C1CCC(CC1)NC(=O)N(CCCl)N=O. Drug 2: CNC(=O)C1=NC=CC(=C1)OC2=CC=C(C=C2)NC(=O)NC3=CC(=C(C=C3)Cl)C(F)(F)F. Cell line: HCC-2998. Synergy scores: CSS=8.52, Synergy_ZIP=-2.08, Synergy_Bliss=3.49, Synergy_Loewe=-14.5, Synergy_HSA=-1.94.